From a dataset of NCI-60 drug combinations with 297,098 pairs across 59 cell lines. Regression. Given two drug SMILES strings and cell line genomic features, predict the synergy score measuring deviation from expected non-interaction effect. (1) Drug 1: COC1=NC(=NC2=C1N=CN2C3C(C(C(O3)CO)O)O)N. Drug 2: CC(C)NC(=O)C1=CC=C(C=C1)CNNC.Cl. Cell line: OVCAR3. Synergy scores: CSS=-15.6, Synergy_ZIP=-0.286, Synergy_Bliss=-15.1, Synergy_Loewe=-20.1, Synergy_HSA=-19.4. (2) Drug 1: CCC(=C(C1=CC=CC=C1)C2=CC=C(C=C2)OCCN(C)C)C3=CC=CC=C3.C(C(=O)O)C(CC(=O)O)(C(=O)O)O. Drug 2: CCN(CC)CCNC(=O)C1=C(NC(=C1C)C=C2C3=C(C=CC(=C3)F)NC2=O)C. Cell line: MDA-MB-435. Synergy scores: CSS=-1.08, Synergy_ZIP=0.448, Synergy_Bliss=1.50, Synergy_Loewe=-1.45, Synergy_HSA=-0.592. (3) Drug 1: CC1CCC2CC(C(=CC=CC=CC(CC(C(=O)C(C(C(=CC(C(=O)CC(OC(=O)C3CCCCN3C(=O)C(=O)C1(O2)O)C(C)CC4CCC(C(C4)OC)O)C)C)O)OC)C)C)C)OC. Drug 2: CN(C(=O)NC(C=O)C(C(C(CO)O)O)O)N=O. Cell line: EKVX. Synergy scores: CSS=2.94, Synergy_ZIP=-3.06, Synergy_Bliss=-0.0161, Synergy_Loewe=-0.923, Synergy_HSA=-0.543. (4) Drug 1: CCCS(=O)(=O)NC1=C(C(=C(C=C1)F)C(=O)C2=CNC3=C2C=C(C=N3)C4=CC=C(C=C4)Cl)F. Drug 2: C1=NNC2=C1C(=O)NC=N2. Cell line: MOLT-4. Synergy scores: CSS=5.71, Synergy_ZIP=-1.80, Synergy_Bliss=-0.798, Synergy_Loewe=-3.81, Synergy_HSA=-3.49.